Dataset: Catalyst prediction with 721,799 reactions and 888 catalyst types from USPTO. Task: Predict which catalyst facilitates the given reaction. (1) The catalyst class is: 47. Product: [OH:8][CH:9]([C:33]1[CH:38]=[CH:37][C:36]([O:39][C:40]2[CH:45]=[CH:44][CH:43]=[CH:42][CH:41]=2)=[CH:35][N:34]=1)[CH:10]([NH:25][C:26]([C:54]1[CH:53]=[CH:52][CH:51]=[C:56]2[CH2:57][CH2:58][CH2:59][CH:60]=[CH:61][C:55]=12)=[O:32])[CH2:11][C:12]1[CH:17]=[CH:16][CH:15]=[C:14]([O:18][C:19]([F:23])([F:24])[CH:20]([F:22])[F:21])[CH:13]=1. Reactant: FC(F)(F)C(O)=O.[OH:8][CH:9]([C:33]1[CH:38]=[CH:37][C:36]([O:39][C:40]2[CH:45]=[CH:44][CH:43]=[CH:42][CH:41]=2)=[CH:35][N:34]=1)[CH:10]([NH:25][C:26](=[O:32])OC(C)(C)C)[CH2:11][C:12]1[CH:17]=[CH:16][CH:15]=[C:14]([O:18][C:19]([F:24])([F:23])[CH:20]([F:22])[F:21])[CH:13]=1.C(=O)([O-])O.[Na+].[C:51]1(C(O)=O)[CH:52]=[CH:53][CH:54]=[C:55]2[CH2:61][CH2:60][CH2:59][CH:58]=[CH:57][C:56]=12.Cl.C(N=C=NCCCN(C)C)C.O.ON1C2C=CC=CC=2N=N1. (2) Reactant: [C:1](Cl)(=O)[C:2]1[C:3]([O:8][CH3:9])=[CH:4][CH:5]=[CH:6][CH:7]=1.[NH2:12][C:13]1[CH:21]=[CH:20][C:19]([F:22])=[CH:18][C:14]=1[C:15]([NH2:17])=[O:16].NC1C=CC=CC=1C(N)=O.C(N(CC)CC)C. Product: [F:22][C:19]1[CH:18]=[C:14]2[C:13](=[CH:21][CH:20]=1)[N:12]=[C:1]([C:2]1[CH:7]=[CH:6][CH:5]=[CH:4][C:3]=1[O:8][CH3:9])[NH:17][C:15]2=[O:16]. The catalyst class is: 7. (3) Reactant: Br[C:2]1[N:10]=[CH:9][C:8]2[N:7]([CH2:11][O:12][CH2:13][CH2:14][Si:15]([CH3:18])([CH3:17])[CH3:16])[C:6]3[N:19]=[CH:20][CH:21]=[C:22]([O:23][C@@H:24]4[CH2:29][CH2:28][CH2:27][N:26]([C:30]([O:32][C:33]([CH3:36])([CH3:35])[CH3:34])=[O:31])[CH2:25]4)[C:5]=3[C:4]=2[CH:3]=1.[CH3:37][N:38]1[CH:42]=[C:41](B2OC(C)(C)C(C)(C)O2)[CH:40]=[N:39]1.C(=O)([O-])[O-].[Na+].[Na+]. Product: [CH3:37][N:38]1[CH:42]=[C:41]([C:2]2[N:10]=[CH:9][C:8]3[N:7]([CH2:11][O:12][CH2:13][CH2:14][Si:15]([CH3:17])([CH3:18])[CH3:16])[C:6]4[N:19]=[CH:20][CH:21]=[C:22]([O:23][C@@H:24]5[CH2:29][CH2:28][CH2:27][N:26]([C:30]([O:32][C:33]([CH3:35])([CH3:36])[CH3:34])=[O:31])[CH2:25]5)[C:5]=4[C:4]=3[CH:3]=2)[CH:40]=[N:39]1. The catalyst class is: 10. (4) Reactant: Br[C:2]1[CH:7]=[CH:6][C:5]([F:8])=[CH:4][CH:3]=1.[CH3:9][O:10][C:11]1[CH:16]=[CH:15][C:14]([N:17]2[CH2:22][CH2:21][N:20]([C:23]3[C:24]([CH3:37])=[C:25]([CH3:36])[C:26]4[O:30][C:29]([CH3:32])([CH3:31])[C:28](=[O:33])[C:27]=4[C:34]=3[CH3:35])[CH2:19][CH2:18]2)=[CH:13][CH:12]=1. Product: [F:8][C:5]1[CH:6]=[CH:7][C:2]([C:28]2([OH:33])[C:27]3[C:34]([CH3:35])=[C:23]([N:20]4[CH2:21][CH2:22][N:17]([C:14]5[CH:15]=[CH:16][C:11]([O:10][CH3:9])=[CH:12][CH:13]=5)[CH2:18][CH2:19]4)[C:24]([CH3:37])=[C:25]([CH3:36])[C:26]=3[O:30][C:29]2([CH3:31])[CH3:32])=[CH:3][CH:4]=1. The catalyst class is: 81. (5) Reactant: [ClH:1].[CH3:2][S:3]([N:6]1[CH2:22][CH2:21][C:9]2([CH2:13][N:12](C(OC(C)(C)C)=O)[CH2:11][CH2:10]2)[CH2:8][CH2:7]1)(=[O:5])=[O:4]. Product: [ClH:1].[CH3:2][S:3]([N:6]1[CH2:7][CH2:8][C:9]2([CH2:13][NH:12][CH2:11][CH2:10]2)[CH2:21][CH2:22]1)(=[O:4])=[O:5]. The catalyst class is: 12.